Dataset: Forward reaction prediction with 1.9M reactions from USPTO patents (1976-2016). Task: Predict the product of the given reaction. (1) The product is: [CH3:54][O:53][C:51]1[CH:52]=[C:47]([CH:31]([NH:13][C:10]2[CH:11]=[CH:12][C:7]([C:4]3[N:3]=[C:2]([CH3:1])[O:6][N:5]=3)=[CH:8][CH:9]=2)[C:32]#[N:33])[CH:48]=[C:15]([CH2:16][O:18][CH3:58])[CH:50]=1. Given the reactants [CH3:1][C:2]1[O:6][N:5]=[C:4]([C:7]2[CH:12]=[CH:11][C:10]([NH2:13])=[CH:9][CH:8]=2)[N:3]=1.F[C:15](F)(F)[C:16]([OH:18])=O.C(C1C=CC(N[CH:31]([C:47]2[CH:52]=[C:51]([O:53][CH3:54])[C:50](OC)=C[C:48]=2F)[C:32]2NC(=O)N(C3C=CC=CC=3C(O)=O)[N:33]=2)=CC=1)(=N)N.[C:58](S([O-])(=O)=O)(F)(F)F.C(S([O-])(=O)=O)(F)(F)F.C(S([O-])(=O)=O)(F)(F)F.[Yb+3].C[Si](C#N)(C)C, predict the reaction product. (2) Given the reactants Br[C:2]1[C:7]([N+:8]([O-:10])=[O:9])=[CH:6][CH:5]=[C:4]([Br:11])[N:3]=1.C(N(CC)CC)C.[CH2:19]([NH:26][CH2:27][C@H:28]([OH:30])[CH3:29])[C:20]1[CH:25]=[CH:24][CH:23]=[CH:22][CH:21]=1, predict the reaction product. The product is: [CH2:19]([N:26]([C:2]1[C:7]([N+:8]([O-:10])=[O:9])=[CH:6][CH:5]=[C:4]([Br:11])[N:3]=1)[CH2:27][C@H:28]([OH:30])[CH3:29])[C:20]1[CH:25]=[CH:24][CH:23]=[CH:22][CH:21]=1. (3) Given the reactants [Br:1][C:2]1[CH:7]=[CH:6][C:5]([C@@H:8]([NH2:10])[CH3:9])=[CH:4][CH:3]=1.[CH2:11]([O:14][CH2:15][CH2:16]Br)[CH2:12]Br.C(N(CC)C(C)C)(C)C, predict the reaction product. The product is: [Br:1][C:2]1[CH:7]=[CH:6][C:5]([C@@H:8]([N:10]2[CH2:16][CH2:15][O:14][CH2:11][CH2:12]2)[CH3:9])=[CH:4][CH:3]=1. (4) Given the reactants [NH2:1][CH2:2][C@@H:3]1[CH2:7][CH2:6][N:5]([C:8]2[C:27]([C:28]3[CH:29]=[N:30][CH:31]=[N:32][CH:33]=3)=[CH:26][C:11]([C:12]([NH:14][C:15]3[CH:20]=[CH:19][C:18]([O:21][C:22]([Cl:25])([F:24])[F:23])=[CH:17][CH:16]=3)=[O:13])=[CH:10][N:9]=2)[CH2:4]1.[C:34](OC(=O)C)(=[O:36])[CH3:35].C([O-])([O-])=O.[Na+].[Na+], predict the reaction product. The product is: [C:34]([NH:1][CH2:2][C@H:3]1[CH2:7][CH2:6][N:5]([C:8]2[C:27]([C:28]3[CH:33]=[N:32][CH:31]=[N:30][CH:29]=3)=[CH:26][C:11]([C:12]([NH:14][C:15]3[CH:20]=[CH:19][C:18]([O:21][C:22]([Cl:25])([F:23])[F:24])=[CH:17][CH:16]=3)=[O:13])=[CH:10][N:9]=2)[CH2:4]1)(=[O:36])[CH3:35]. (5) Given the reactants Cl[C:2]1[N:7]=[C:6]2[CH:8]=[N:9][C:10]([CH3:12])=[CH:11][C:5]2=[N:4][C:3]=1[NH:13][CH:14]1[CH2:16][CH2:15]1.CC1(C)C(C)(C)OB([C:25]2[CH2:30][CH2:29][N:28]([C:31]([O:33][C:34]([CH3:37])([CH3:36])[CH3:35])=[O:32])[CH2:27][CH:26]=2)O1.C(=O)([O-])[O-].[K+].[K+], predict the reaction product. The product is: [CH:14]1([NH:13][C:3]2[N:4]=[C:5]3[CH:11]=[C:10]([CH3:12])[N:9]=[CH:8][C:6]3=[N:7][C:2]=2[C:25]2[CH2:30][CH2:29][N:28]([C:31]([O:33][C:34]([CH3:37])([CH3:36])[CH3:35])=[O:32])[CH2:27][CH:26]=2)[CH2:16][CH2:15]1. (6) Given the reactants [F:1][C:2]1[CH:7]=[CH:6][C:5]([C:8]2[N:9]=[C:10]3[N:14]([CH:15]=2)[C:13]([CH3:16])=[C:12]([C:17]#[N:18])[S:11]3)=[CH:4][CH:3]=1.Cl.[NH2:20][OH:21].C(N(CC)CC)C, predict the reaction product. The product is: [F:1][C:2]1[CH:3]=[CH:4][C:5]([C:8]2[N:9]=[C:10]3[N:14]([CH:15]=2)[C:13]([CH3:16])=[C:12]([C:17]([NH:20][OH:21])=[NH:18])[S:11]3)=[CH:6][CH:7]=1. (7) Given the reactants [CH:1]1[C:10]2[C:5](=[CH:6][CH:7]=[CH:8][CH:9]=2)[CH:4]=[CH:3][C:2]=1[CH:11]([C:13]1[CH:22]=[CH:21][C:20]2[C:15](=[CH:16][CH:17]=[CH:18][CH:19]=2)[CH:14]=1)[OH:12], predict the reaction product. The product is: [CH:14]1[C:15]2[C:20](=[CH:19][CH:18]=[CH:17][CH:16]=2)[CH:21]=[CH:22][C:13]=1[C:11]([C:2]1[CH:3]=[CH:4][C:5]2[C:10](=[CH:9][CH:8]=[CH:7][CH:6]=2)[CH:1]=1)=[O:12].